This data is from Reaction yield outcomes from USPTO patents with 853,638 reactions. The task is: Predict the reaction yield, written as a fraction of the theoretical maximum amount of product (1.0 means a 100% yield; for example, 0.34 means a 34% yield). The reactants are [N+:1]([C:4]1[CH:5]=[C:6]([OH:11])[C:7]([OH:10])=[CH:8][CH:9]=1)([O-:3])=[O:2].Cl[C:13]([F:19])([F:18])C(OC)=O.C(=O)([O-])[O-].[Cs+].[Cs+]. The catalyst is CN(C=O)C. The product is [F:18][CH:13]([F:19])[O:10][C:7]1[CH:8]=[CH:9][C:4]([N+:1]([O-:3])=[O:2])=[CH:5][C:6]=1[OH:11]. The yield is 0.270.